From a dataset of Peptide-MHC class I binding affinity with 185,985 pairs from IEDB/IMGT. Regression. Given a peptide amino acid sequence and an MHC pseudo amino acid sequence, predict their binding affinity value. This is MHC class I binding data. (1) The peptide sequence is AGRHRILDIYL. The MHC is Mamu-B08 with pseudo-sequence Mamu-B08. The binding affinity (normalized) is 0.261. (2) The peptide sequence is KITFALKKL. The MHC is HLA-B07:02 with pseudo-sequence HLA-B07:02. The binding affinity (normalized) is 0. (3) The peptide sequence is CTDPPLLSV. The MHC is HLA-A02:01 with pseudo-sequence HLA-A02:01. The binding affinity (normalized) is 0.421. (4) The peptide sequence is CIPSRSKML. The MHC is HLA-A02:03 with pseudo-sequence HLA-A02:03. The binding affinity (normalized) is 0.0620. (5) The peptide sequence is KTWIIMGLNK. The MHC is Mamu-B03 with pseudo-sequence Mamu-B03. The binding affinity (normalized) is 0.